The task is: Predict the reactants needed to synthesize the given product.. This data is from Full USPTO retrosynthesis dataset with 1.9M reactions from patents (1976-2016). Given the product [C:1]1([C:11]2[N:16]=[N:15][C:14]([OH:17])=[CH:13][C:12]=2[C:18]2[CH:19]=[CH:20][N:21]=[CH:22][CH:23]=2)[C:10]2[C:5](=[CH:6][CH:7]=[CH:8][CH:9]=2)[CH:4]=[CH:3][CH:2]=1, predict the reactants needed to synthesize it. The reactants are: [C:1]1([C:11]2[CH:12]([C:18]3[CH:23]=[CH:22][N:21]=[CH:20][CH:19]=3)[CH2:13][C:14](=[O:17])[NH:15][N:16]=2)[C:10]2[C:5](=[CH:6][CH:7]=[CH:8][CH:9]=2)[CH:4]=[CH:3][CH:2]=1.BrBr.[OH-].[Na+].